This data is from Catalyst prediction with 721,799 reactions and 888 catalyst types from USPTO. The task is: Predict which catalyst facilitates the given reaction. (1) Reactant: Br[CH2:2][C:3]1[C:8]([O:9][CH3:10])=[CH:7][CH:6]=[CH:5][C:4]=1[Cl:11].[CH3:12][C:13]1[N:18]=[C:17]([SH:19])[N:16]=[C:15]([OH:20])[CH:14]=1.C(=O)([O-])[O-].[K+].[K+].O. Product: [Cl:11][C:4]1[CH:5]=[CH:6][CH:7]=[C:8]([O:9][CH3:10])[C:3]=1[CH2:2][S:19][C:17]1[N:16]=[C:15]([OH:20])[CH:14]=[C:13]([CH3:12])[N:18]=1. The catalyst class is: 3. (2) Reactant: [C:1]([O:5][C:6]([NH:8][CH2:9][CH2:10][CH2:11][CH2:12][C:13]([OH:15])=O)=[O:7])([CH3:4])([CH3:3])[CH3:2].CCN=C=NCCCN(C)C.Cl.C1C=CC2N(O)N=NC=2C=1.[NH2:38][C:39]1[CH:40]=[C:41]([CH:44]=[CH:45][C:46]=1[NH:47][CH2:48][CH2:49][CH3:50])[C:42]#[N:43]. Product: [C:1]([O:5][C:6](=[O:7])[NH:8][CH2:9][CH2:10][CH2:11][CH2:12][C:13](=[O:15])[NH:38][C:39]1[CH:40]=[C:41]([C:42]#[N:43])[CH:44]=[CH:45][C:46]=1[NH:47][CH2:48][CH2:49][CH3:50])([CH3:2])([CH3:3])[CH3:4]. The catalyst class is: 22. (3) Reactant: [CH3:1][O:2][C:3]1[CH:4]=[N:5][NH:6][C:7]=1[C:8]1[CH:9]=[C:10]([CH:15]=[CH:16][C:17]=1[CH3:18])[C:11]([O:13]C)=[O:12].[OH-].[Na+]. Product: [CH3:1][O:2][C:3]1[CH:4]=[N:5][NH:6][C:7]=1[C:8]1[CH:9]=[C:10]([CH:15]=[CH:16][C:17]=1[CH3:18])[C:11]([OH:13])=[O:12]. The catalyst class is: 24. (4) Reactant: [Cr](Cl)([O-])(=O)=O.[NH+]1C=CC=CC=1.[O:12]=[S:13]1(=[O:41])[CH2:18][CH2:17][CH:16]([CH2:19][S:20]([C:23]2[CH:24]=[C:25]([CH:29]([OH:40])[CH2:30][CH2:31][NH:32][C:33](=[O:39])[O:34][C:35]([CH3:38])([CH3:37])[CH3:36])[CH:26]=[CH:27][CH:28]=2)(=[O:22])=[O:21])[CH2:15][CH2:14]1. Product: [O:41]=[S:13]1(=[O:12])[CH2:18][CH2:17][CH:16]([CH2:19][S:20]([C:23]2[CH:24]=[C:25]([C:29](=[O:40])[CH2:30][CH2:31][NH:32][C:33](=[O:39])[O:34][C:35]([CH3:36])([CH3:37])[CH3:38])[CH:26]=[CH:27][CH:28]=2)(=[O:21])=[O:22])[CH2:15][CH2:14]1. The catalyst class is: 2. (5) Reactant: Cl[C:2]1[C:7]([N+:8]([O-:10])=[O:9])=[CH:6][C:5]([C:11]([F:14])([F:13])[F:12])=[CH:4][C:3]=1[N+:15]([O-:17])=[O:16].[CH3:18][N:19](C=O)C.CN. Product: [N+:15]([C:3]1[CH:4]=[C:5]([C:11]([F:14])([F:13])[F:12])[CH:6]=[C:7]([N+:8]([O-:10])=[O:9])[C:2]=1[NH:19][CH3:18])([O-:17])=[O:16]. The catalyst class is: 6. (6) Reactant: [Cl:1][C:2]1[CH:7]=[CH:6][C:5]([S:8]([N:11]([CH2:19][C:20]2[CH:28]=[CH:27][C:23]([C:24](O)=[O:25])=[CH:22][CH:21]=2)[CH:12]2[CH2:17][CH2:16][CH2:15][CH2:14][CH:13]2[CH3:18])(=[O:10])=[O:9])=[CH:4][CH:3]=1.[NH2:29][C:30]([CH3:34])([CH3:33])[CH2:31][OH:32].F[P-](F)(F)(F)(F)F.N1(O[P+](N(C)C)(N(C)C)N(C)C)C2C=CC=CC=2N=N1.C1C=CC2N(O)N=NC=2C=1.O.C(N(C(C)C)C(C)C)C. Product: [Cl:1][C:2]1[CH:3]=[CH:4][C:5]([S:8]([N:11]([CH2:19][C:20]2[CH:21]=[CH:22][C:23]([C:24]([NH:29][C:30]([CH3:34])([CH3:33])[CH2:31][OH:32])=[O:25])=[CH:27][CH:28]=2)[CH:12]2[CH2:17][CH2:16][CH2:15][CH2:14][CH:13]2[CH3:18])(=[O:10])=[O:9])=[CH:6][CH:7]=1. The catalyst class is: 3. (7) Reactant: [CH2:1]([O:3][C:4](=[O:39])[CH2:5][CH2:6][CH2:7][O:8][C:9]1[CH:14]=[CH:13][CH:12]=[C:11]([CH2:15][CH2:16][CH2:17][CH2:18][CH2:19][CH2:20][O:21][C:22]2[CH:27]=[C:26]([O:28][CH2:29][CH3:30])[CH:25]=[C:24](Br)[CH:23]=2)[C:10]=1[CH2:32][CH2:33][C:34]([O:36][CH2:37][CH3:38])=[O:35])[CH3:2].[Cl:40][C:41]1[CH:46]=[C:45](B(O)O)[CH:44]=[CH:43][N:42]=1.C(=O)([O-])[O-].[Cs+].[Cs+]. Product: [CH2:1]([O:3][C:4](=[O:39])[CH2:5][CH2:6][CH2:7][O:8][C:9]1[CH:14]=[CH:13][CH:12]=[C:11]([CH2:15][CH2:16][CH2:17][CH2:18][CH2:19][CH2:20][O:21][C:22]2[CH:27]=[C:26]([O:28][CH2:29][CH3:30])[CH:25]=[C:24]([C:45]3[CH:44]=[CH:43][N:42]=[C:41]([Cl:40])[CH:46]=3)[CH:23]=2)[C:10]=1[CH2:32][CH2:33][C:34]([O:36][CH2:37][CH3:38])=[O:35])[CH3:2]. The catalyst class is: 140. (8) Reactant: [S:1]1[C:5]2[CH:6]=[CH:7][CH:8]=[CH:9][C:4]=2[N:3]=[C:2]1[O:10][C:11]1[CH:12]=[CH:13][C:14]2[CH:18]=[C:17]([CH2:19]O)[S:16][C:15]=2[CH:21]=1.S(Cl)([Cl:24])=O. Product: [Cl:24][CH2:19][C:17]1[S:16][C:15]2[CH:21]=[C:11]([O:10][C:2]3[S:1][C:5]4[CH:6]=[CH:7][CH:8]=[CH:9][C:4]=4[N:3]=3)[CH:12]=[CH:13][C:14]=2[CH:18]=1. The catalyst class is: 2.